This data is from Forward reaction prediction with 1.9M reactions from USPTO patents (1976-2016). The task is: Predict the product of the given reaction. (1) Given the reactants S(O)(O)(=O)=O.N[C:7]1[CH:8]=[C:9]([B:13]([OH:15])[OH:14])[CH:10]=[CH:11][CH:12]=1.NC1C=C(B(O)[OH:24])C=CC=1.OS(O)(=O)=O.N([O-])=O.[Na+].C, predict the reaction product. The product is: [OH:24][C:7]1[CH:8]=[C:9]([B:13]([OH:15])[OH:14])[CH:10]=[CH:11][CH:12]=1. (2) Given the reactants [N:1]1[CH:6]=[CH:5][CH:4]=[CH:3][C:2]=1[C:7]1[S:11][C:10]([C:12]([OH:14])=O)=[CH:9][CH:8]=1.[C:15]([O:19][C:20]([NH:22][C:23]1[CH:28]=[CH:27][CH:26]=[CH:25][C:24]=1[NH2:29])=[O:21])([CH3:18])([CH3:17])[CH3:16].[Cl-].C[NH+]1CCOCC1, predict the reaction product. The product is: [C:15]([O:19][C:20]([NH:22][C:23]1[CH:28]=[CH:27][CH:26]=[CH:25][C:24]=1[NH:29][C:12]([C:10]1[S:11][C:7]([C:2]2[CH:3]=[CH:4][CH:5]=[CH:6][N:1]=2)=[CH:8][CH:9]=1)=[O:14])=[O:21])([CH3:18])([CH3:16])[CH3:17]. (3) Given the reactants C(O)(C(F)(F)F)=O.[CH2:8]([O:10][C@@H:11]1[C@@H:15]2[O:16]C(C)(C)[O:18][C@H:19]([CH:20]=[CH2:21])[C@@H:14]2[O:13][C:12]1=[O:24])[CH3:9], predict the reaction product. The product is: [CH2:8]([O:10][C@@H:11]1[C@H:15]([OH:16])[C@H:14]([C@H:19]([OH:18])[CH:20]=[CH2:21])[O:13][C:12]1=[O:24])[CH3:9]. (4) Given the reactants C(OC([N:8]1[CH2:13][CH2:12][N:11]([CH:14]([C:17]2[CH:22]=[CH:21][C:20]([C:23]([F:26])([F:25])[F:24])=[CH:19][CH:18]=2)[CH2:15][NH2:16])[CH2:10][CH2:9]1)=O)(C)(C)C.[ClH:27].O1CCOCC1.CCOCC, predict the reaction product. The product is: [ClH:27].[N:11]1([CH:14]([C:17]2[CH:22]=[CH:21][C:20]([C:23]([F:25])([F:24])[F:26])=[CH:19][CH:18]=2)[CH2:15][NH2:16])[CH2:12][CH2:13][NH:8][CH2:9][CH2:10]1. (5) Given the reactants Cl.[CH:2]1([CH2:5][O:6][C:7]2[CH:12]=[CH:11][C:10]([F:13])=[CH:9][C:8]=2[C:14]2[CH:19]=[CH:18][N:17]=[C:16]3[C:20]([C:24]([NH:26][CH:27]4[CH2:32][CH2:31][NH:30][CH2:29][CH2:28]4)=[O:25])=[C:21]([CH3:23])[NH:22][C:15]=23)[CH2:4][CH2:3]1.[C:33](Cl)(=[O:36])[CH2:34][CH3:35], predict the reaction product. The product is: [CH:2]1([CH2:5][O:6][C:7]2[CH:12]=[CH:11][C:10]([F:13])=[CH:9][C:8]=2[C:14]2[CH:19]=[CH:18][N:17]=[C:16]3[C:20]([C:24]([NH:26][CH:27]4[CH2:28][CH2:29][N:30]([C:33](=[O:36])[CH2:34][CH3:35])[CH2:31][CH2:32]4)=[O:25])=[C:21]([CH3:23])[NH:22][C:15]=23)[CH2:4][CH2:3]1. (6) Given the reactants Cl[C:2]1[C:7]2[CH:8]=[CH:9][CH:10]=[CH:11][C:6]=2[O:5][C:4](=[O:12])[N:3]=1.[C:13]([C:15]1([NH:24][C:25](=[O:35])[CH:26]([NH2:34])[CH2:27][CH2:28][C:29]([CH3:33])([CH3:32])[CH2:30][CH3:31])[CH2:20][CH2:19][N:18]([CH2:21][CH2:22][CH3:23])[CH2:17][CH2:16]1)#[N:14].CN1CCOCC1, predict the reaction product. The product is: [C:13]([C:15]1([NH:24][C:25](=[O:35])[CH:26]([NH:34][C:2]2[C:7]3[CH:8]=[CH:9][CH:10]=[CH:11][C:6]=3[O:5][C:4](=[O:12])[N:3]=2)[CH2:27][CH2:28][C:29]([CH3:33])([CH3:32])[CH2:30][CH3:31])[CH2:16][CH2:17][N:18]([CH2:21][CH2:22][CH3:23])[CH2:19][CH2:20]1)#[N:14]. (7) The product is: [CH3:1][O:2][C:3]([C:5]1[S:6][C:7]([C:11]#[C:12][C:13]([CH3:16])([CH3:15])[CH3:14])=[CH:8][C:9]=1[NH:10][C:24]([C@H:21]1[CH2:22][CH2:23][C@H:18]([CH3:17])[CH2:19][CH2:20]1)=[O:25])=[O:4]. Given the reactants [CH3:1][O:2][C:3]([C:5]1[S:6][C:7]([C:11]#[C:12][C:13]([CH3:16])([CH3:15])[CH3:14])=[CH:8][C:9]=1[NH2:10])=[O:4].[CH3:17][C@H:18]1[CH2:23][CH2:22][C@H:21]([C:24](Cl)=[O:25])[CH2:20][CH2:19]1, predict the reaction product. (8) Given the reactants [Br:1][C:2]1[C:10]2[C:9]([Cl:11])=[N:8][CH:7]=[N:6][C:5]=2[S:4][C:3]=1[C:12]1[O:13][CH:14]=[CH:15][CH:16]=1.C1C(=O)N([Cl:24])C(=O)C1.C(O)(C(F)(F)F)=O, predict the reaction product. The product is: [Br:1][C:2]1[C:10]2[C:9]([Cl:11])=[N:8][CH:7]=[N:6][C:5]=2[S:4][C:3]=1[C:12]1[O:13][C:14]([Cl:24])=[CH:15][CH:16]=1. (9) The product is: [CH3:13][O:12][C:9]1[CH:10]=[C:11]2[C:6](=[CH:7][C:8]=1[O:14][CH2:15][CH:16]1[CH2:21][CH2:20][N:19]([CH3:22])[CH2:18][CH2:17]1)[N:5]=[CH:4][N:3]=[C:2]2[O:23][C:24]1[CH:33]=[C:32]2[C:27]([CH:28]=[CH:29][C:30]([CH3:34])=[N:31]2)=[CH:26][CH:25]=1. Given the reactants Cl[C:2]1[C:11]2[C:6](=[CH:7][C:8]([O:14][CH2:15][CH:16]3[CH2:21][CH2:20][N:19]([CH3:22])[CH2:18][CH2:17]3)=[C:9]([O:12][CH3:13])[CH:10]=2)[N:5]=[CH:4][N:3]=1.[OH:23][C:24]1[CH:33]=[C:32]2[C:27]([CH:28]=[CH:29][C:30]([CH3:34])=[N:31]2)=[CH:26][CH:25]=1, predict the reaction product.